From a dataset of Full USPTO retrosynthesis dataset with 1.9M reactions from patents (1976-2016). Predict the reactants needed to synthesize the given product. (1) Given the product [Cl:3][C:12]1[C:11]([C:18]2[CH:19]=[N:20][N:21]([CH3:23])[CH:22]=2)=[CH:10][C:9]2[C:14](=[CH:15][CH:16]=[C:7]([Cl:6])[N:8]=2)[N:13]=1, predict the reactants needed to synthesize it. The reactants are: P(Cl)(Cl)([Cl:3])=O.[Cl:6][C:7]1[N:8]=[C:9]2[C:14](=[CH:15][CH:16]=1)[N+:13]([O-])=[CH:12][C:11]([C:18]1[CH:19]=[N:20][N:21]([CH3:23])[CH:22]=1)=[CH:10]2.O.C(=O)([O-])[O-].[Na+].[Na+]. (2) Given the product [OH:1][CH:2]1[CH2:3][CH2:4][N:5]([C:8]2[N:13]=[N:12][C:11]([C:14]([NH:31][C@H:28]3[CH2:29][CH2:30][N:26]([C:22]4[C:21]5[N:20]([CH:19]=[CH:18][N:17]=5)[CH:25]=[CH:24][N:23]=4)[CH2:27]3)=[O:16])=[CH:10][CH:9]=2)[CH2:6][CH2:7]1, predict the reactants needed to synthesize it. The reactants are: [OH:1][CH:2]1[CH2:7][CH2:6][N:5]([C:8]2[N:13]=[N:12][C:11]([C:14]([OH:16])=O)=[CH:10][CH:9]=2)[CH2:4][CH2:3]1.[N:17]1[CH:18]=[CH:19][N:20]2[CH:25]=[CH:24][N:23]=[C:22]([N:26]3[CH2:30][CH2:29][C@H:28]([NH2:31])[CH2:27]3)[C:21]=12.C(N(CC)CC)C.CN(C(ON1N=NC2C=CC=NC1=2)=[N+](C)C)C.F[P-](F)(F)(F)(F)F. (3) Given the product [OH:18][CH2:1][CH:2]1[CH2:3][CH:4]2[N:9]([C:10]([O:12][C:13]([CH3:16])([CH3:15])[CH3:14])=[O:11])[CH:7]([CH2:6][CH2:5]2)[CH2:8]1, predict the reactants needed to synthesize it. The reactants are: [CH2:1]=[C:2]1[CH2:8][CH:7]2[N:9]([C:10]([O:12][C:13]([CH3:16])([CH3:15])[CH3:14])=[O:11])[CH:4]([CH2:5][CH2:6]2)[CH2:3]1.B.[O:18]1CCCC1.[OH-].[Na+].O.OO. (4) Given the product [Cl:8][C:6]1[N:5]=[CH:4][N:3]=[C:2]([NH:26][C:25]2[C:20]([O:19][CH3:18])=[N:21][CH:22]=[CH:23][CH:24]=2)[CH:7]=1, predict the reactants needed to synthesize it. The reactants are: Cl[C:2]1[CH:7]=[C:6]([Cl:8])[N:5]=[CH:4][N:3]=1.CCN(C(C)C)C(C)C.[CH3:18][O:19][C:20]1[C:25]([NH2:26])=[CH:24][CH:23]=[CH:22][N:21]=1.